This data is from Reaction yield outcomes from USPTO patents with 853,638 reactions. The task is: Predict the reaction yield, written as a fraction of the theoretical maximum amount of product (1.0 means a 100% yield; for example, 0.34 means a 34% yield). (1) The reactants are [CH3:1][C:2]1[N:3]=[C:4]2[CH:12]=[CH:11][CH:10]=[C:9]3[N:5]2[C:6]=1[C:7](=[O:13])[NH:8]3.[H-].[Na+].[C:16]1(=[O:26])[NH:20][C:19](=[O:21])[C:18]2=[CH:22][CH:23]=[CH:24][CH:25]=[C:17]12.O. The catalyst is CN(C=O)C. The product is [CH3:1][C:2]1[N:3]=[C:4]2[CH:12]=[CH:11][CH:10]=[C:9]3[N:5]2[C:6]=1[C:7](=[O:13])[N:8]3[CH2:1][CH2:2][CH2:6][CH2:7][N:20]1[C:16](=[O:26])[C:17]2=[CH:25][CH:24]=[CH:23][CH:22]=[C:18]2[C:19]1=[O:21]. The yield is 0.611. (2) The reactants are [NH2:1][C:2]1[N:7]=[CH:6][N:5]=[C:4]2[N:8]([CH:20]([C:22]3[O:23][C:24]4[C:29]([C:30](=[O:39])[C:31]=3[C:32]3[CH:37]=[CH:36][CH:35]=[C:34]([F:38])[CH:33]=3)=[CH:28][CH:27]=[CH:26][CH:25]=4)[CH3:21])[N:9]=[C:10]([C:11]3[CH:16]=[C:15]([O:17]C)[CH:14]=[C:13]([F:19])[CH:12]=3)[C:3]=12. The catalyst is ClCCl.B(Br)(Br)Br. The product is [NH2:1][C:2]1[N:7]=[CH:6][N:5]=[C:4]2[N:8]([CH:20]([C:22]3[O:23][C:24]4[C:29]([C:30](=[O:39])[C:31]=3[C:32]3[CH:37]=[CH:36][CH:35]=[C:34]([F:38])[CH:33]=3)=[CH:28][CH:27]=[CH:26][CH:25]=4)[CH3:21])[N:9]=[C:10]([C:11]3[CH:16]=[C:15]([OH:17])[CH:14]=[C:13]([F:19])[CH:12]=3)[C:3]=12. The yield is 0.510.